This data is from Peptide-MHC class II binding affinity with 134,281 pairs from IEDB. The task is: Regression. Given a peptide amino acid sequence and an MHC pseudo amino acid sequence, predict their binding affinity value. This is MHC class II binding data. The peptide sequence is YFESFVREFVATART. The MHC is DRB4_0101 with pseudo-sequence DRB4_0103. The binding affinity (normalized) is 0.271.